From a dataset of Forward reaction prediction with 1.9M reactions from USPTO patents (1976-2016). Predict the product of the given reaction. (1) Given the reactants [CH:1]([CH:4]1[CH2:9][C:8](=O)[CH2:7][C:6](=[O:11])[CH2:5]1)([CH3:3])[CH3:2].C([O-])(=O)C.[NH4+:16], predict the reaction product. The product is: [NH2:16][C:8]1[CH2:9][CH:4]([CH:1]([CH3:3])[CH3:2])[CH2:5][C:6](=[O:11])[CH:7]=1. (2) Given the reactants [F:1][C:2]1[CH:7]=[CH:6][CH:5]=[CH:4][C:3]=1[CH2:8][C:9](O)=O.[C:12]1([NH:18][C:19](=[S:22])[NH:20][NH2:21])[CH:17]=[CH:16][CH:15]=[CH:14][CH:13]=1, predict the reaction product. The product is: [F:1][C:2]1[CH:7]=[CH:6][CH:5]=[CH:4][C:3]=1[CH2:8][C:9]1[N:18]([C:12]2[CH:13]=[CH:14][CH:15]=[CH:16][CH:17]=2)[C:19](=[S:22])[NH:20][N:21]=1.